This data is from Forward reaction prediction with 1.9M reactions from USPTO patents (1976-2016). The task is: Predict the product of the given reaction. Given the reactants CC1(C)CCCC(C)(C)N1.[Li]CCCC.[C:16]([O:20][CH2:21][CH3:22])(=[O:19])[C:17]#[CH:18].[CH:23](=[O:25])[CH3:24], predict the reaction product. The product is: [OH:25][CH:23]([CH3:24])[C:18]#[C:17][C:16]([O:20][CH2:21][CH3:22])=[O:19].